From a dataset of Forward reaction prediction with 1.9M reactions from USPTO patents (1976-2016). Predict the product of the given reaction. (1) The product is: [CH2:10]([NH:13][C:1](=[O:8])[C:2]1[CH:7]=[CH:6][CH:5]=[CH:4][CH:3]=1)[CH2:11][CH3:12]. Given the reactants [C:1](Cl)(=[O:8])[C:2]1[CH:7]=[CH:6][CH:5]=[CH:4][CH:3]=1.[CH2:10]([NH2:13])[CH2:11][CH3:12], predict the reaction product. (2) Given the reactants [F:1][C:2]1C=CC(C#N)=[N:6][C:7]=1[CH3:8].[CH2:11]1[CH2:15][O:14][CH2:13][CH2:12]1.[CH3:16][Mg+].[Br-].[BH4-].[Na+], predict the reaction product. The product is: [F:1][C:2]1[CH:13]=[CH:12][C:11]([CH:15]([OH:14])[CH3:16])=[N:6][C:7]=1[CH3:8].